From a dataset of Forward reaction prediction with 1.9M reactions from USPTO patents (1976-2016). Predict the product of the given reaction. (1) Given the reactants COC(=O)CC1(C2C=CC3OCOC=3C=2)C2C(=CC=CC=2)N(CCCCC)C1=O.[O:30]1[C:34]2[CH:35]=[CH:36][C:37]([C:39]3([CH2:54][CH2:55][C:56]([O:58]C)=[O:57])[C:47]4[C:42](=[CH:43][CH:44]=[CH:45][CH:46]=4)[N:41]([CH2:48][CH2:49][CH2:50][CH2:51][CH3:52])[C:40]3=[O:53])=[CH:38][C:33]=2[O:32][CH2:31]1, predict the reaction product. The product is: [O:30]1[C:34]2[CH:35]=[CH:36][C:37]([C:39]3([CH2:54][CH2:55][C:56]([OH:58])=[O:57])[C:47]4[C:42](=[CH:43][CH:44]=[CH:45][CH:46]=4)[N:41]([CH2:48][CH2:49][CH2:50][CH2:51][CH3:52])[C:40]3=[O:53])=[CH:38][C:33]=2[O:32][CH2:31]1. (2) Given the reactants [NH:1]1[C:9]2[C:4](=[CH:5][CH:6]=[CH:7][CH:8]=2)[CH2:3][C:2]1=[O:10].[CH3:11][O:12][CH2:13][CH2:14]O, predict the reaction product. The product is: [CH3:11][O:12][CH2:13][CH2:14][CH:3]1[C:4]2[C:9](=[CH:8][CH:7]=[CH:6][CH:5]=2)[NH:1][C:2]1=[O:10]. (3) Given the reactants [NH2:1][C:2]1[CH:7]=[CH:6][C:5]([C:8]2[CH:9]=[C:10]3[C:16]([CH2:17][C:18]4[CH:23]=[CH:22][CH:21]=[C:20]([Cl:24])[CH:19]=4)=[N:15][N:14]([CH2:25][O:26][C:27](=[O:32])[C:28]([CH3:31])([CH3:30])[CH3:29])[C:11]3=[N:12][CH:13]=2)=[CH:4][C:3]=1[C:33](=[O:37])[N:34]([CH3:36])[CH3:35].[N:38]1([C:44](Cl)=[O:45])[CH2:43][CH2:42][O:41][CH2:40][CH2:39]1.C(N(C(C)C)CC)(C)C, predict the reaction product. The product is: [Cl:24][C:20]1[CH:19]=[C:18]([CH:23]=[CH:22][CH:21]=1)[CH2:17][C:16]1[C:10]2[C:11](=[N:12][CH:13]=[C:8]([C:5]3[CH:6]=[CH:7][C:2]([NH:1][C:44]([N:38]4[CH2:43][CH2:42][O:41][CH2:40][CH2:39]4)=[O:45])=[C:3]([C:33](=[O:37])[N:34]([CH3:36])[CH3:35])[CH:4]=3)[CH:9]=2)[N:14]([CH2:25][O:26][C:27](=[O:32])[C:28]([CH3:29])([CH3:30])[CH3:31])[N:15]=1.